Predict the reaction yield, written as a fraction of the theoretical maximum amount of product (1.0 means a 100% yield; for example, 0.34 means a 34% yield). From a dataset of Reaction yield outcomes from USPTO patents with 853,638 reactions. (1) The reactants are [CH3:1][O:2][Si:3]([O:14][CH3:15])([O:12][CH3:13])[C:4]1[CH:11]=[CH:10][C:7]([CH:8]=[CH2:9])=[CH:6][CH:5]=1.C(N(CC)CC)C.[C:23]1(C)[CH:28]=[CH:27][CH:26]=[CH:25][C:24]=1P([C:23]1[CH:28]=[CH:27][CH:26]=[CH:25][C:24]=1C)[C:23]1[CH:28]=[CH:27][CH:26]=[CH:25][C:24]=1C. The catalyst is C1(C)C=CC=CC=1.C([O-])(=O)C.[Pd+2].C([O-])(=O)C. The product is [CH3:1][O:2][Si:3]([O:12][CH3:13])([O:14][CH3:15])[C:4]1[CH:11]=[CH:10][C:7]([CH:8]=[CH:9][C:27]2[CH:26]=[CH:25][C:24]([Si:3]([O:14][CH3:15])([O:12][CH3:13])[O:2][CH3:1])=[CH:23][CH:28]=2)=[CH:6][CH:5]=1. The yield is 1.00. (2) The catalyst is O1CCCC1. The reactants are C(O)C.[NH2:4][OH:5].[CH3:6][O:7][CH2:8][C:9]1[CH:14]=[CH:13][C:12]([C:15]2[CH:20]=[CH:19][C:18]([C:21](=[O:33])[N:22]([CH:24]([C:29]([NH:31][CH3:32])=[O:30])[C:25](OC)=[O:26])[CH3:23])=[CH:17][CH:16]=2)=[CH:11][CH:10]=1. The product is [OH:5][NH:4][C:25](=[O:26])[CH:24]([N:22]([C:21]([C:18]1[CH:19]=[CH:20][C:15]([C:12]2[CH:11]=[CH:10][C:9]([CH2:8][O:7][CH3:6])=[CH:14][CH:13]=2)=[CH:16][CH:17]=1)=[O:33])[CH3:23])[C:29]([NH:31][CH3:32])=[O:30]. The yield is 0.460. (3) The catalyst is C(Cl)Cl. The yield is 0.830. The product is [Cl:20][C:21]([O:19][CH2:1][CH2:2][CH2:3][CH2:4][CH2:5][CH2:6][CH2:7][CH2:8][CH2:9][CH2:10][CH2:11][CH2:12][CH2:13][CH2:14][CH2:15][CH2:16][CH2:17][CH3:18])=[O:23]. The reactants are [CH2:1]([OH:19])[CH2:2][CH2:3][CH2:4][CH2:5][CH2:6][CH2:7][CH2:8][CH2:9][CH2:10][CH2:11][CH2:12][CH2:13][CH2:14][CH2:15][CH2:16][CH2:17][CH3:18].[Cl:20][C:21](Cl)([O:23]C(=O)OC(Cl)(Cl)Cl)Cl.N1C=CC=CC=1. (4) The reactants are Cl.Cl.[F:3][C:4]1[CH:5]=[C:6]2[C:10](=[CH:11][CH:12]=1)[NH:9][CH:8]=[C:7]2[C:13](=O)[CH2:14][CH2:15][CH2:16][N:17]1[CH2:22][CH2:21][NH:20][CH2:19][CH2:18]1.[H-].[H-].[H-].[H-].[Li+].[Al+3]. The catalyst is O1CCCC1. The product is [F:3][C:4]1[CH:5]=[C:6]2[C:10](=[CH:11][CH:12]=1)[NH:9][CH:8]=[C:7]2[CH2:13][CH2:14][CH2:15][CH2:16][N:17]1[CH2:22][CH2:21][NH:20][CH2:19][CH2:18]1. The yield is 0.980.